Dataset: Drug-target binding data from BindingDB using IC50 measurements. Task: Regression. Given a target protein amino acid sequence and a drug SMILES string, predict the binding affinity score between them. We predict pIC50 (pIC50 = -log10(IC50 in M); higher means more potent). Dataset: bindingdb_ic50. (1) The compound is O=C(NO)[C@H]1COC(c2n[nH]c3ccccc23)=N1. The target protein (P47205) has sequence MIKQRTLKNIIRATGVGLHSGEKVYLTLKPAPVDTGIVFCRTDLDPVVEIPARAENVGETTMSTTLVKGDVKVDTVEHLLSAMAGLGIDNAYVELSASEVPIMDGSAGPFVFLIQSAGLQEQEAAKKFIRIKREVSVEEGDKRAVFVPFDGFKVSFEIDFDHPVFRGRTQQASVDFSSTSFVKEVSRARTFGFMRDIEYLRSQNLALGGSVENAIVVDENRVLNEDGLRYEDEFVKHKILDAIGDLYLLGNSLIGEFRGFKSGHALNNQLLRTLIADKDAWEVVTFEDARTAPISYMRPAAAV. The pIC50 is 5.3. (2) The target protein (Q9QXI6) has sequence MDSSTLSPAVTATDAPIPSYERIRNAADISVIVIYFVVVMAVGLWAMFSTNRGTVGGFFLAGRSMVWWPIGASLFASNIGSGHFVGLAGTGAAAGIAMGGFEWNALVLVVVLGWIFVPIYIKAGVVTMPEYLRKRFGGKRIQIYLSVLSLLLYIFTKISADIFSGAIFINLALGLDIYLAIFILLAITALYTITGGLAAVIYTDTLQTAIMLVGSFILTGFAFNEVGGYEAFMDKYMKAIPTKVSNGNFTAKEECYTPRADSFHIFRDPITGDMPWPGLIFGLAILALWYWCTDQVIVQRCLSAKNMSHVKAGCTLCGYLKLLPMFLMVMPGMISRILYTEKIACVLPEECQKYCGTPVGCTNIAYPTLVVELMPNGLRGLMLSVMMASLMSSLTSIFNSASTLFTMDIYTKIRKKASEKELMIAGRLFILVLIGISIAWVPIVQSAQSGQLFDYIQSITSYLGPPIAAVFLLAIFCKRVNEQGAFWGLILGFLIGISRM.... The small molecule is COc1ccc(Cc2cc([C@@]34OC[C@@](CO)(O3)[C@@H](O)[C@H](O)[C@H]4O)ccc2Cl)c(F)c1F. The pIC50 is 6.2. (3) The small molecule is COc1cccc2c1C(=O)c1c(O)c3c(c(O)c1C2=O)C[C@@](O)(C(=O)CO)C[C@@H]3O[C@H]1C[C@H](N)[C@H](O)[C@H](C)O1. The target protein (P00970) has sequence MILKILNEIASIGSTKQKQAILEKNKDNELLKRVYRLTYSRGLQYYIKKWPKPGIATQSFGMLTLTDMLDFIEFTLATRKLTGNAAIEELTGYITDGKKDDVEVLRRVMMRDLECGASVSIANKVWPGLIPEQPQMLASSYDEKGINKNIKFPAFAQLKADGARCFAEVRGDELDDVRLLSRAGNEYLGLDLLKEELIKMTAEARQIHPEGVLIDGELVYHEQVKKEPEGLDFLFDAYPENSKAKEFAEVAESRTASNGIANKSLKGTISEKEAQCMKFQVWDYVPLVEIYSLPAFRLKYDVRFSKLEQMTSGYDKVILIENQVVNNLDEAKVIYKKYIDQGLEGIILKNIDGLWENARSKNLYKFKEVIDVDLKIVGIYPHRKDPTKAGGFILESECGKIKVNAGSGLKDKAGVKSHELDRTRIMENQNYYIGKILECECNGWLKSDGRTDYVKLFLPIAIRLREDKTKANTFEDVFGDFHEVTGL. The pIC50 is 3.7. (4) The small molecule is NC(N)=NN=CC1=C(Cl)c2ccccc2CC1. The target protein (P03373) has sequence REEQVTSEQAKFWLGLGGGRVSPPGPECIEKPATERRIDKGEEMGETTVQRDAKMAPEKMATPKTVGTSCYQCGTATGCNCVTASAPPPPYVGSGLYPSLAGAGEQGQGGDTPRGAEQPRAEPGHAGQAPGPALTDWARIREELASTGPPVVAMPVVIKTEGPAWTPLEPEDTRWLDGKHKRKSSQCLVKSSMSGYIPSCLDKDEQCVVCGDKATGYHYRCITCEGCKSFFRRTIQKNLHPTYSCTYDGCCVIDKITRNQCQLCRFKKCISVGMAMDLVLDDSKRVAKRKLIEENRERRRKEEMIKSLQHRPSPSAEEWELIHVVTEAHRSTNAQGSHWKQRRKFLLEDIGQSPMASMLDGDKVDLEAFSEFTKIITPAITRVVDFAKNLPMFSELPCEDQIILLKGCCMEIMSLRAAVRYDPESETLTLSGEMAVKREQLKNGGLGVVSDAIFDLGKSLSAFNLDDTEVALLQAVLLMSSDRTGLICVDKIEKCQESYL.... The pIC50 is 5.8. (5) The target protein (Q9QZT4) has sequence MKKFFAIAVLAGSVVTTAHSSLLNLKSMVEAITHRNSILSFVGYGCYCGLGGRGHPMDEVDWCCHAHDCCYEKLFEQGCRPYVDHYDHRIENGTMIVCTELNETECDKQTCECDKSLTLCLKDHPYRNKYRGYFNVYCQGPTPNCSIYDPYPEEVTCGHGLPATPVST. The pIC50 is 6.0. The drug is CC(C)Cc1c(C(=O)C(N)=O)c2c(OCC(=O)O)cccn2c1Cc1ccccc1-c1ccccc1.